From a dataset of Forward reaction prediction with 1.9M reactions from USPTO patents (1976-2016). Predict the product of the given reaction. (1) The product is: [CH:21]([NH:28][C:29]([N:12]1[CH2:13][CH2:14][N:9]([CH2:8][CH:5]2[CH2:6][CH2:7][N:2]([CH3:1])[CH2:3][CH2:4]2)[CH2:10][CH2:11]1)=[O:30])([C:22]1[CH:23]=[CH:24][CH:25]=[CH:26][CH:27]=1)[C:15]1[CH:20]=[CH:19][CH:18]=[CH:17][CH:16]=1. Given the reactants [CH3:1][N:2]1[CH2:7][CH2:6][CH:5]([CH2:8][N:9]2[CH2:14][CH2:13][NH:12][CH2:11][CH2:10]2)[CH2:4][CH2:3]1.[C:15]1([CH:21]([N:28]=[C:29]=[O:30])[C:22]2[CH:27]=[CH:26][CH:25]=[CH:24][CH:23]=2)[CH:20]=[CH:19][CH:18]=[CH:17][CH:16]=1, predict the reaction product. (2) Given the reactants [NH2:1][C:2]1[CH:10]=[C:9]2[C:5]([C:6]([Br:30])=[N:7][N:8]2[C:11]([C:24]2[CH:29]=[CH:28][CH:27]=[CH:26][CH:25]=2)([C:18]2[CH:23]=[CH:22][CH:21]=[CH:20][CH:19]=2)[C:12]2[CH:17]=[CH:16][CH:15]=[CH:14][CH:13]=2)=[CH:4][C:3]=1[CH2:31][OH:32], predict the reaction product. The product is: [NH2:1][C:2]1[CH:10]=[C:9]2[C:5]([C:6]([Br:30])=[N:7][N:8]2[C:11]([C:12]2[CH:13]=[CH:14][CH:15]=[CH:16][CH:17]=2)([C:24]2[CH:29]=[CH:28][CH:27]=[CH:26][CH:25]=2)[C:18]2[CH:19]=[CH:20][CH:21]=[CH:22][CH:23]=2)=[CH:4][C:3]=1[CH:31]=[O:32].